Dataset: Catalyst prediction with 721,799 reactions and 888 catalyst types from USPTO. Task: Predict which catalyst facilitates the given reaction. (1) Reactant: CCCC[N+](CCCC)(CCCC)CCCC.[F-].[CH3:19][O:20][C:21](=[O:78])[C:22]1[CH:27]=[CH:26][C:25]([O:28][CH2:29][CH2:30][C:31]2[C:39]3[C:34](=[CH:35][CH:36]=[C:37]([Cl:40])[CH:38]=3)[N:33]([CH:41]([C:48]3[CH:53]=[CH:52][CH:51]=[CH:50][CH:49]=3)[C:42]3[CH:47]=[CH:46][CH:45]=[CH:44][CH:43]=3)[C:32]=2[CH2:54][CH2:55][O:56][Si](C(C)(C)C)(C2C=CC=CC=2)C2C=CC=CC=2)=[CH:24][C:23]=1[O:74][CH:75]([CH3:77])[CH3:76]. Product: [CH3:19][O:20][C:21](=[O:78])[C:22]1[CH:27]=[CH:26][C:25]([O:28][CH2:29][CH2:30][C:31]2[C:39]3[C:34](=[CH:35][CH:36]=[C:37]([Cl:40])[CH:38]=3)[N:33]([CH:41]([C:42]3[CH:43]=[CH:44][CH:45]=[CH:46][CH:47]=3)[C:48]3[CH:53]=[CH:52][CH:51]=[CH:50][CH:49]=3)[C:32]=2[CH2:54][CH2:55][OH:56])=[CH:24][C:23]=1[O:74][CH:75]([CH3:76])[CH3:77]. The catalyst class is: 1. (2) Reactant: [Br:1][C:2]1[CH:6]=[N:5][NH:4][C:3]=1[CH:7]=O.[CH3:9][C:10]1[C:15]([CH3:16])=[CH:14][C:13]([NH2:17])=[C:12]([NH2:18])[CH:11]=1.S(S([O-])=O)([O-])(=O)=O.[Na+].[Na+]. Product: [Br:1][C:2]1[CH:6]=[N:5][NH:4][C:3]=1[C:7]1[NH:18][C:12]2[CH:11]=[C:10]([CH3:9])[C:15]([CH3:16])=[CH:14][C:13]=2[N:17]=1. The catalyst class is: 8. (3) Reactant: [CH:1]([O:4][C:5](=[O:15])[C@H:6]([CH2:8][C:9]([O:11][CH:12]([CH3:14])[CH3:13])=[O:10])[OH:7])([CH3:3])[CH3:2].[CH3:16][Si]([N-][Si](C)(C)C)(C)C.[Li+].IC.[NH4+].[Cl-]. Product: [CH3:16][C@@H:8]([C@@H:6]([OH:7])[C:5]([O:4][CH:1]([CH3:2])[CH3:3])=[O:15])[C:9]([O:11][CH:12]([CH3:14])[CH3:13])=[O:10]. The catalyst class is: 20. (4) Reactant: [H-].[Na+].[F:3][CH:4]([F:13])[C:5](=[O:12])[CH2:6][C:7]([O:9][CH2:10][CH3:11])=[O:8].Br[CH2:15][C:16]([O:18][CH2:19][CH3:20])=[O:17].[Cl-].[NH4+]. Product: [F:3][CH:4]([F:13])[C:5]([CH:6]([CH2:15][C:16]([O:18][CH2:19][CH3:20])=[O:17])[C:7]([O:9][CH2:10][CH3:11])=[O:8])=[O:12]. The catalyst class is: 1. (5) Reactant: [OH:1][C:2]1[CH:7]=[CH:6][C:5]([CH2:8][CH2:9][CH2:10][C:11]([OH:13])=[O:12])=[CH:4][CH:3]=1.[C:14](=O)(O)[O-].[Na+].IC. Product: [OH:1][C:2]1[CH:3]=[CH:4][C:5]([CH2:8][CH2:9][CH2:10][C:11]([O:13][CH3:14])=[O:12])=[CH:6][CH:7]=1. The catalyst class is: 18. (6) Reactant: [NH:1]1[CH2:6][CH2:5][CH:4]([C:7]2[S:8][C:9]3[CH:15]=[CH:14][C:13]([C:16]([F:19])([F:18])[F:17])=[CH:12][C:10]=3[N:11]=2)[CH2:3][CH2:2]1.[O:20]1[CH2:22][CH:21]1[CH2:23][N:24]1[C:32]2[CH2:31][CH2:30][N:29]([C:33](=[O:35])[CH3:34])[CH2:28][C:27]=2[C:26]([C:36]2[CH:41]=[CH:40][C:39]([C:42]([F:45])([F:44])[F:43])=[CH:38][CH:37]=2)=[N:25]1. Product: [OH:20][CH:21]([CH2:22][N:1]1[CH2:6][CH2:5][CH:4]([C:7]2[S:8][C:9]3[CH:15]=[CH:14][C:13]([C:16]([F:19])([F:18])[F:17])=[CH:12][C:10]=3[N:11]=2)[CH2:3][CH2:2]1)[CH2:23][N:24]1[C:32]2[CH2:31][CH2:30][N:29]([C:33](=[O:35])[CH3:34])[CH2:28][C:27]=2[C:26]([C:36]2[CH:41]=[CH:40][C:39]([C:42]([F:45])([F:44])[F:43])=[CH:38][CH:37]=2)=[N:25]1. The catalyst class is: 14. (7) Reactant: [CH:1]1([N:7]2[C:11]3=[C:12]4[CH:18]=[CH:17][N:16]([CH2:19][O:20][CH2:21][CH2:22][Si:23]([CH3:26])([CH3:25])[CH3:24])[C:13]4=[N:14][CH:15]=[C:10]3[C:9](=[O:27])[NH:8]2)[CH2:6][CH2:5][CH2:4][CH2:3][CH2:2]1.[H-].[Na+].IC.[C:32]([O-:35])(O)=O.[Na+]. Product: [CH:1]1([N:7]2[C:11]3=[C:12]4[CH:18]=[CH:17][N:16]([CH2:19][O:20][CH2:21][CH2:22][Si:23]([CH3:24])([CH3:26])[CH3:25])[C:13]4=[N:14][CH:15]=[C:10]3[C:9](=[O:27])[N:8]2[CH3:32])[CH2:2][CH2:3][CH2:4][CH2:5][CH2:6]1.[CH:1]1([N:7]2[C:11]3=[C:12]4[CH:18]=[CH:17][N:16]([CH2:19][O:20][CH2:21][CH2:22][Si:23]([CH3:26])([CH3:25])[CH3:24])[C:13]4=[N:14][CH:15]=[C:10]3[C:9]([O:35][CH3:32])=[N:8]2)[CH2:2][CH2:3][CH2:4][CH2:5][CH2:6]1. The catalyst class is: 3. (8) Reactant: C(OC([N:11]1[CH2:16][CH2:15][N:14]([CH2:17][CH2:18][NH:19][C:20]2[CH:25]=[CH:24][N:23]=[CH:22][C:21]=2[CH3:26])[C:13](=[O:27])[CH2:12]1)=O)C1C=CC=CC=1. Product: [CH3:26][C:21]1[CH:22]=[N:23][CH:24]=[CH:25][C:20]=1[NH:19][CH2:18][CH2:17][N:14]1[CH2:15][CH2:16][NH:11][CH2:12][C:13]1=[O:27]. The catalyst class is: 29. (9) The catalyst class is: 10. Product: [Cl:1][C:2]1[CH:7]=[CH:6][C:5]([N:8]2[C:18](=[O:19])[C:13]3[N:14]=[CH:15][CH:16]=[CH:17][C:12]=3[NH:11][C:9]2=[S:10])=[CH:4][CH:3]=1. Reactant: [Cl:1][C:2]1[CH:7]=[CH:6][C:5]([N:8]=[C:9]=[S:10])=[CH:4][CH:3]=1.[NH2:11][C:12]1[C:13]([C:18](OCC)=[O:19])=[N:14][CH:15]=[CH:16][CH:17]=1.